Dataset: Catalyst prediction with 721,799 reactions and 888 catalyst types from USPTO. Task: Predict which catalyst facilitates the given reaction. Product: [Cl:14][C:9]1[CH:8]=[C:7]([NH:6][CH2:5][C:4]([OH:15])=[O:3])[CH:12]=[CH:11][C:10]=1[Cl:13]. Reactant: C([O:3][C:4](=[O:15])[CH2:5][NH:6][C:7]1[CH:12]=[CH:11][C:10]([Cl:13])=[C:9]([Cl:14])[CH:8]=1)C. The catalyst class is: 33.